Dataset: Reaction yield outcomes from USPTO patents with 853,638 reactions. Task: Predict the reaction yield, written as a fraction of the theoretical maximum amount of product (1.0 means a 100% yield; for example, 0.34 means a 34% yield). (1) The yield is 0.720. The product is [CH3:1][O:2][C:3](=[O:14])[CH2:4][CH2:5][C:6]1[CH:11]=[CH:10][C:9]([S:12][CH2:24][CH2:23][C@@H:22]([OH:21])[CH3:36])=[CH:8][C:7]=1[CH3:13]. The catalyst is CN(C=O)C. The reactants are [CH3:1][O:2][C:3](=[O:14])[CH2:4][CH2:5][C:6]1[CH:11]=[CH:10][C:9]([SH:12])=[CH:8][C:7]=1[CH3:13].C(=O)([O-])[O-].[K+].[K+].[OH:21][C@@H:22]([CH3:36])[CH2:23][CH2:24]OS(C1C=CC(C)=CC=1)(=O)=O. (2) The reactants are C(N(CC)CC)C.[CH3:8][C@H:9]1[NH:13][CH2:12][C@@H:11]([CH2:14][N:15]2[C:23]3[C:18](=[CH:19][C:20]([C:24]4[CH:25]=[N:26][N:27]([CH:29]5[CH2:34][CH2:33][CH2:32][CH2:31][O:30]5)[CH:28]=4)=[CH:21][CH:22]=3)[CH:17]=[N:16]2)[CH2:10]1.[C:35]1([S:41](Cl)(=[O:43])=[O:42])[CH:40]=[CH:39][CH:38]=[CH:37][CH:36]=1.C(=O)(O)[O-].[Na+]. The catalyst is ClCCl.CO.ClCCl. The product is [CH3:8][C@H:9]1[N:13]([S:41]([C:35]2[CH:40]=[CH:39][CH:38]=[CH:37][CH:36]=2)(=[O:43])=[O:42])[CH2:12][C@@H:11]([CH2:14][N:15]2[C:23]3[C:18](=[CH:19][C:20]([C:24]4[CH:25]=[N:26][N:27]([CH:29]5[CH2:34][CH2:33][CH2:32][CH2:31][O:30]5)[CH:28]=4)=[CH:21][CH:22]=3)[CH:17]=[N:16]2)[CH2:10]1. The yield is 0.530.